From a dataset of Catalyst prediction with 721,799 reactions and 888 catalyst types from USPTO. Predict which catalyst facilitates the given reaction. Reactant: [N+:1]([C:4]1[CH:8]=[N:7][NH:6][N:5]=1)([O-:3])=[O:2].[CH3:9][CH2:10][N:11](C(C)C)[CH:12]([CH3:14])[CH3:13].[OH2:18].C[C:20](=O)[O:21]CC. Product: [CH3:20][O:21][CH2:9][C:10]1[O:18][CH:13]=[C:12]([CH2:14][N:6]2[N:5]=[C:4]([N+:1]([O-:3])=[O:2])[CH:8]=[N:7]2)[N:11]=1. The catalyst class is: 3.